This data is from Reaction yield outcomes from USPTO patents with 853,638 reactions. The task is: Predict the reaction yield, written as a fraction of the theoretical maximum amount of product (1.0 means a 100% yield; for example, 0.34 means a 34% yield). (1) The reactants are [Cl:1][C:2]1[N:11]([C:12]2[CH:17]=[CH:16][CH:15]=[C:14]([N+:18]([O-:20])=[O:19])[CH:13]=2)[C:5]2[N:6]=[CH:7][N:8]=[C:9]([NH2:10])[C:4]=2[C:3]=1[C:21]1[CH:26]=[CH:25][C:24]([Cl:27])=[CH:23][CH:22]=1.[Li+].C[Si]([N-][Si](C)(C)C)(C)C.[CH3:38][C:39]([O:42][C:43](O[C:43]([O:42][C:39]([CH3:41])([CH3:40])[CH3:38])=[O:44])=[O:44])([CH3:41])[CH3:40]. The catalyst is C1COCC1. The product is [Cl:1][C:2]1[N:11]([C:12]2[CH:17]=[CH:16][CH:15]=[C:14]([N+:18]([O-:20])=[O:19])[CH:13]=2)[C:5]2[N:6]=[CH:7][N:8]=[C:9]([NH:10][C:43](=[O:44])[O:42][C:39]([CH3:41])([CH3:40])[CH3:38])[C:4]=2[C:3]=1[C:21]1[CH:26]=[CH:25][C:24]([Cl:27])=[CH:23][CH:22]=1. The yield is 0.610. (2) The reactants are [CH2:1]([C:9]1[CH:14]=[CH:13][C:12]([OH:15])=[CH:11][CH:10]=1)[CH2:2][CH2:3][CH2:4][CH2:5][CH2:6][CH2:7][CH3:8].C([O-])([O-])=O.[K+].[K+].Br[CH2:23][CH2:24][CH2:25][C:26]([O:28][CH2:29][CH3:30])=[O:27]. The catalyst is CC(C)=O. The product is [CH2:29]([O:28][C:26](=[O:27])[CH2:25][CH2:24][CH2:23][O:15][C:12]1[CH:11]=[CH:10][C:9]([CH2:1][CH2:2][CH2:3][CH2:4][CH2:5][CH2:6][CH2:7][CH3:8])=[CH:14][CH:13]=1)[CH3:30]. The yield is 0.710. (3) The product is [F:1][C:2]1[CH:7]=[C:6]([NH2:8])[CH:5]=[CH:4][C:3]=1[O:11][C:12]1[CH:17]=[CH:16][CH:15]=[CH:14][CH:13]=1. The reactants are [F:1][C:2]1[CH:7]=[C:6]([N+:8]([O-])=O)[CH:5]=[CH:4][C:3]=1[O:11][C:12]1[CH:17]=[CH:16][CH:15]=[CH:14][CH:13]=1.[H][H]. The catalyst is [Pd].CO. The yield is 0.950. (4) The product is [Br:1][C:2]1[C:3]([N:20]2[CH2:25][CH2:24][CH2:23][C@@H:22]([NH:26][C:27](=[O:33])[O:28][C:29]([CH3:31])([CH3:30])[CH3:32])[CH2:21]2)=[C:4]2[C:10]([NH:11][C:12]([CH:14]3[CH2:18][CH2:17][O:16][CH2:15]3)=[O:13])=[CH:9][NH:8][C:5]2=[N:6][CH:7]=1. The reactants are [Br:1][C:2]1[C:3](F)=[C:4]2[C:10]([NH:11][C:12]([CH:14]3[CH2:18][CH2:17][O:16][CH2:15]3)=[O:13])=[CH:9][NH:8][C:5]2=[N:6][CH:7]=1.[NH:20]1[CH2:25][CH2:24][CH2:23][C@@H:22]([NH:26][C:27](=[O:33])[O:28][C:29]([CH3:32])([CH3:31])[CH3:30])[CH2:21]1. The catalyst is CCCCO. The yield is 0.200. (5) The reactants are [F:1][C:2]1[CH:7]=[C:6]([F:8])[CH:5]=[CH:4][C:3]=1[C:9]1[CH:14]=[C:13]([N:15]2[C:19]3[CH:20]=[CH:21][C:22](B4OC(C)(C)C(C)(C)O4)=[CH:23][C:18]=3[N:17]=[CH:16]2)[CH:12]=[C:11]([NH:33][S:34]([CH:37]2[CH2:39][CH2:38]2)(=[O:36])=[O:35])[CH:10]=1.N#N.Br[C:43]1[CH:48]=[CH:47][C:46]([F:49])=[CH:45][N:44]=1.C(=O)([O-])[O-].[Na+].[Na+]. The catalyst is COCCOC.C1C=CC(P(C2C=CC=CC=2)[C-]2C=CC=C2)=CC=1.C1C=CC(P(C2C=CC=CC=2)[C-]2C=CC=C2)=CC=1.Cl[Pd]Cl.[Fe+2]. The product is [F:1][C:2]1[CH:7]=[C:6]([F:8])[CH:5]=[CH:4][C:3]=1[C:9]1[CH:14]=[C:13]([N:15]2[C:19]3[CH:20]=[CH:21][C:22]([C:43]4[CH:48]=[CH:47][C:46]([F:49])=[CH:45][N:44]=4)=[CH:23][C:18]=3[N:17]=[CH:16]2)[CH:12]=[C:11]([NH:33][S:34]([CH:37]2[CH2:38][CH2:39]2)(=[O:35])=[O:36])[CH:10]=1. The yield is 0.141. (6) The reactants are [F:1][C:2]1[CH:7]=[C:6]([CH3:8])[CH:5]=[CH:4][C:3]=1[NH:9][C:10]1[C:19]2[C:14](=[CH:15][C:16]([N:20]3[CH2:25][CH2:24][N:23]([CH3:26])[CH2:22][CH2:21]3)=[CH:17][CH:18]=2)[N:13]=[N:12][C:11]=1[C:27]#[N:28].[OH-:29].[K+]. The catalyst is CC(O)(C)C. The product is [F:1][C:2]1[CH:7]=[C:6]([CH3:8])[CH:5]=[CH:4][C:3]=1[NH:9][C:10]1[C:19]2[C:14](=[CH:15][C:16]([N:20]3[CH2:25][CH2:24][N:23]([CH3:26])[CH2:22][CH2:21]3)=[CH:17][CH:18]=2)[N:13]=[N:12][C:11]=1[C:27]([NH2:28])=[O:29]. The yield is 0.740.